The task is: Regression/Classification. Given a drug SMILES string, predict its absorption, distribution, metabolism, or excretion properties. Task type varies by dataset: regression for continuous measurements (e.g., permeability, clearance, half-life) or binary classification for categorical outcomes (e.g., BBB penetration, CYP inhibition). Dataset: cyp2c9_veith.. This data is from CYP2C9 inhibition data for predicting drug metabolism from PubChem BioAssay. (1) The drug is Cc1ccc(Nc2nc(-c3sc(NC(=O)c4ccc([N+](=O)[O-])cc4)nc3C)cs2)cc1. The result is 0 (non-inhibitor). (2) The compound is O=C(Nc1cccc(Cl)c1)N1CCN2C(=O)c3ccccc3C12c1ccccc1. The result is 1 (inhibitor). (3) The compound is CC(C)(C)CC(C)(C)c1ccc(OCOCCOCCO)c(Cc2cc(C(C)(C)CC(C)(C)C)cc(Cc3cc(C(C)(C)CC(C)(C)C)ccc3OCOCCOCCO)c2OCOCCOCCO)c1. The result is 0 (non-inhibitor). (4) The molecule is CN(Cc1ccco1)c1ncnc2ccc(-c3ccccc3C#N)cc12. The result is 0 (non-inhibitor). (5) The drug is O=S(=O)(O)c1ccc2c(N=Nc3cccc4ccccc34)c(O)c(S(=O)(=O)O)cc2c1. The result is 0 (non-inhibitor). (6) The drug is Cc1c(Cl)cccc1NC(=O)c1ccc(-n2ccnc2)nc1. The result is 1 (inhibitor). (7) The drug is Cc1cc(OC(=O)c2ccc(Cl)cc2Cl)nc(C)n1. The result is 1 (inhibitor).